This data is from Experimentally validated miRNA-target interactions with 360,000+ pairs, plus equal number of negative samples. The task is: Binary Classification. Given a miRNA mature sequence and a target amino acid sequence, predict their likelihood of interaction. The miRNA is hsa-miR-519c-3p with sequence AAAGUGCAUCUUUUUAGAGGAU. The protein sequence of the target gene is MSDLRRKGWWNVPDYFYSPLVFDMEEDQEDYIFGPDDEYLHTLEVHSNTLIQLERWFSPTGQTRVTVVGPLKARLWVMDMIRKVGSKNTLDKIKGKLMLLHIRSHPLTDQDLQIHLISGSSCWFPD. Result: 0 (no interaction).